Dataset: Full USPTO retrosynthesis dataset with 1.9M reactions from patents (1976-2016). Task: Predict the reactants needed to synthesize the given product. (1) Given the product [Cl:1][C:2]1[C:3]([C:4]2[NH:22][N:21]=[N:20][N:5]=2)=[CH:6][C:7]([O:11][C:12]2[CH:17]=[CH:16][C:15]([Cl:18])=[CH:14][C:13]=2[Cl:19])=[C:8]([OH:10])[CH:9]=1, predict the reactants needed to synthesize it. The reactants are: [Cl:1][C:2]1[CH:9]=[C:8]([OH:10])[C:7]([O:11][C:12]2[CH:17]=[CH:16][C:15]([Cl:18])=[CH:14][C:13]=2[Cl:19])=[CH:6][C:3]=1[C:4]#[N:5].[N-:20]=[N+:21]=[N-:22].[Na+].Cl.C(OCC)(=O)C. (2) Given the product [C:3]1(=[O:18])[N:7]([CH2:8][C@@H:9]2[CH2:10][O:12]2)[C:6](=[O:13])[C:5]2=[CH:14][CH:15]=[CH:16][CH:17]=[C:4]12, predict the reactants needed to synthesize it. The reactants are: [H-].[Na+].[C:3]1(=[O:18])[N:7]([CH2:8][C@@H:9]([OH:12])[CH2:10]Br)[C:6](=[O:13])[C:5]2=[CH:14][CH:15]=[CH:16][CH:17]=[C:4]12.C(O)(=O)C.O. (3) Given the product [Br:9][C:10]1[CH:11]=[CH:12][C:13]([C@@H:14]2[C:19]3[C:18](=[CH:23][CH:22]=[CH:21][CH:20]=3)[CH2:17][C@H:16]([CH3:24])[NH:15]2)=[CH:25][CH:26]=1, predict the reactants needed to synthesize it. The reactants are: FC(F)(F)S(O)(=O)=O.[Br:9][C:10]1[CH:26]=[CH:25][C:13]([CH:14]=[N:15][C@@H:16]([CH3:24])[CH2:17][C:18]2[CH:23]=[CH:22][CH:21]=[CH:20][CH:19]=2)=[CH:12][CH:11]=1.[OH-].[Na+]. (4) Given the product [C:16]([O:15][C:13]([N:8]1[CH2:7][C:6]2[C:10](=[CH:11][CH:12]=[C:4]([NH2:1])[CH:5]=2)[CH2:9]1)=[O:14])([CH3:19])([CH3:18])[CH3:17], predict the reactants needed to synthesize it. The reactants are: [N+:1]([C:4]1[CH:5]=[C:6]2[C:10](=[CH:11][CH:12]=1)[CH2:9][NH:8][CH2:7]2)([O-])=O.[C:13](O[C:13]([O:15][C:16]([CH3:19])([CH3:18])[CH3:17])=[O:14])([O:15][C:16]([CH3:19])([CH3:18])[CH3:17])=[O:14]. (5) Given the product [CH:42]([C:41]1[C:35]2[O:34][CH:33]([CH2:32][NH2:29])[CH2:37][C:36]=2[CH:38]=[CH:39][CH:40]=1)([CH3:46])[CH3:43], predict the reactants needed to synthesize it. The reactants are: CC1C=CC(S(OCC2CC3C=CC=C(C(C)C)C=3O2)(=O)=O)=CC=1.[N-]=[N+]=[N-].[Na+].[N:29]([CH2:32][CH:33]1[CH2:37][C:36]2[CH:38]=[C:39](Cl)[CH:40]=[C:41]([C:42]3[CH:46]=CS[CH:43]=3)[C:35]=2[O:34]1)=[N+]=[N-].C(C1C2OC(CN=[N+]=[N-])CC=2C=CC=1)(C)C.[N-]=[N+]=[N-]. (6) The reactants are: [CH3:1][N:2]1[C:6]([N:7]2[CH:11]=[C:10]([C:12]([O:14]C)=[O:13])[N:9]=[CH:8]2)=[CH:5][CH:4]=[N:3]1.[Cl:16]N1C(=O)CCC1=O.[Li+].[OH-].Cl. Given the product [Cl:16][C:5]1[CH:4]=[N:3][N:2]([CH3:1])[C:6]=1[N:7]1[CH:11]=[C:10]([C:12]([OH:14])=[O:13])[N:9]=[CH:8]1, predict the reactants needed to synthesize it. (7) The reactants are: ClC1N=C([C:8]2[N:13]=[C:12]([N:14]3[C:18]([CH3:19])=[CH:17][C:16]([CH3:20])=[N:15]3)[N:11]=[C:10]([NH:21][C:22](=[O:24])[CH3:23])[CH:9]=2)C=CC=1.[Br:25][C:26]1[CH:27]=[N:28][CH:29]=[C:30](B(O)O)[CH:31]=1.CO. Given the product [Br:25][C:26]1[CH:31]=[C:30]([C:8]2[N:13]=[C:12]([N:14]3[C:18]([CH3:19])=[CH:17][C:16]([CH3:20])=[N:15]3)[N:11]=[C:10]([NH:21][C:22](=[O:24])[CH3:23])[CH:9]=2)[CH:29]=[N:28][CH:27]=1, predict the reactants needed to synthesize it.